From a dataset of Forward reaction prediction with 1.9M reactions from USPTO patents (1976-2016). Predict the product of the given reaction. (1) Given the reactants [CH3:1][C:2]1[C:37]([CH3:38])=[CH:36][CH:35]=[CH:34][C:3]=1[C:4]([NH:6][C:7]1[CH:19]=[C:18]([C:20]2[CH:25]=[CH:24][C:23]([O:26]C(OC(C)(C)C)=O)=[CH:22][CH:21]=2)[CH:17]=[CH:16][C:8]=1[C:9]([O:11]C(C)(C)C)=[O:10])=[O:5], predict the reaction product. The product is: [CH3:1][C:2]1[C:37]([CH3:38])=[CH:36][CH:35]=[CH:34][C:3]=1[C:4]([NH:6][C:7]1[CH:19]=[C:18]([C:20]2[CH:25]=[CH:24][C:23]([OH:26])=[CH:22][CH:21]=2)[CH:17]=[CH:16][C:8]=1[C:9]([OH:11])=[O:10])=[O:5]. (2) The product is: [CH2:3]([N:2]([CH3:1])[C:11]1[CH:16]=[N:15][CH:14]=[C:13]([Cl:17])[N:12]=1)[C:4]1[CH:9]=[CH:8][CH:7]=[CH:6][CH:5]=1. Given the reactants [CH3:1][NH:2][CH2:3][C:4]1[CH:9]=[CH:8][CH:7]=[CH:6][CH:5]=1.Cl[C:11]1[CH:16]=[N:15][CH:14]=[C:13]([Cl:17])[N:12]=1, predict the reaction product. (3) The product is: [ClH:4].[NH2:27][CH2:26][CH2:25][NH:24][C:22](=[O:23])[CH2:21][N:20]1[C:15]([C:8]2[CH:9]=[CH:10][C:11]([O:13][CH3:14])=[CH:12][C:7]=2[O:6][CH3:5])=[CH:16][C:17](=[O:36])[NH:18][C:19]1=[S:35]. Given the reactants C([Cl:4])(=O)C.[CH3:5][O:6][C:7]1[CH:12]=[C:11]([O:13][CH3:14])[CH:10]=[CH:9][C:8]=1[C:15]1[N:20]([CH2:21][C:22]([NH:24][CH2:25][CH2:26][NH:27]C(=O)OC(C)(C)C)=[O:23])[C:19](=[S:35])[NH:18][C:17](=[O:36])[CH:16]=1, predict the reaction product. (4) Given the reactants [CH2:1]([N:3]1[CH:7]=[C:6]([C:8]2[CH:9]=[C:10]([CH:12]=[CH:13][CH:14]=2)[NH2:11])[C:5]([C:15]2[CH:20]=[CH:19][N:18]=[CH:17][CH:16]=2)=[N:4]1)[CH3:2].[N:21]([C:24]1[CH:29]=[CH:28][C:27]([C:30]([F:33])([F:32])[F:31])=[CH:26][CH:25]=1)=[C:22]=[O:23], predict the reaction product. The product is: [CH2:1]([N:3]1[CH:7]=[C:6]([C:8]2[CH:9]=[C:10]([NH:11][C:22]([NH:21][C:24]3[CH:25]=[CH:26][C:27]([C:30]([F:31])([F:32])[F:33])=[CH:28][CH:29]=3)=[O:23])[CH:12]=[CH:13][CH:14]=2)[C:5]([C:15]2[CH:16]=[CH:17][N:18]=[CH:19][CH:20]=2)=[N:4]1)[CH3:2]. (5) Given the reactants [CH2:1]([N:3]1[CH2:8][CH:7]([OH:9])[C:6]2[S:10][C:11]([CH3:13])=[CH:12][C:5]=2[CH2:4]1)[CH3:2].[C:14]([C:17]1[CH:22]=[CH:21][C:20](F)=[C:19]([Cl:24])[CH:18]=1)(=[O:16])[NH2:15], predict the reaction product. The product is: [C:14]([C:17]1[CH:22]=[CH:21][C:20]([O:9][CH:7]2[CH2:8][N:3]([CH2:1][CH3:2])[CH2:4][C:5]3[CH:12]=[C:11]([CH3:13])[S:10][C:6]2=3)=[C:19]([Cl:24])[CH:18]=1)(=[O:16])[NH2:15]. (6) Given the reactants [F:1][C:2]1[C:3]2[O:28][N:27]=[C:26]([N:29]3[CH:33]=[C:32]([C:34]([O:36]CC)=[O:35])[CH:31]=[N:30]3)[C:4]=2[CH:5]=[C:6]2[C:19]=1[N:18]1[CH2:20][C@@H:21]([CH3:25])[O:22][C@@H:23]([CH3:24])[C@@H:17]1[C:8]1([C:13](=[O:14])[NH:12][C:11](=[O:15])[NH:10][C:9]1=[O:16])[CH2:7]2.[OH-].[Na+].Cl, predict the reaction product. The product is: [F:1][C:2]1[C:3]2[O:28][N:27]=[C:26]([N:29]3[CH:33]=[C:32]([C:34]([OH:36])=[O:35])[CH:31]=[N:30]3)[C:4]=2[CH:5]=[C:6]2[C:19]=1[N:18]1[CH2:20][C@@H:21]([CH3:25])[O:22][C@@H:23]([CH3:24])[C@@H:17]1[C:8]1([C:13](=[O:14])[NH:12][C:11](=[O:15])[NH:10][C:9]1=[O:16])[CH2:7]2. (7) Given the reactants [NH2:1][C@H:2]1[CH2:7][CH2:6][C@H:5]([NH:8][C:9]2[CH:10]=[C:11]([N:28]([CH:38]3[CH2:40][CH2:39]3)CC3C=CC(OC)=CC=3)[C:12]3[N:13]([C:15]([C:18]([NH:20][C:21]4[CH:26]=[CH:25][N:24]=[C:23]([F:27])[CH:22]=4)=[O:19])=[CH:16][N:17]=3)[N:14]=2)[CH2:4][CH2:3]1.CCN(C(C)C)C(C)C.[C:50]1([S:56](Cl)(=[O:58])=[O:57])[CH:55]=[CH:54][CH:53]=[CH:52][CH:51]=1.C(O)(C(F)(F)F)=O, predict the reaction product. The product is: [CH:38]1([NH:28][C:11]2[C:12]3[N:13]([C:15]([C:18]([NH:20][C:21]4[CH:26]=[CH:25][N:24]=[C:23]([F:27])[CH:22]=4)=[O:19])=[CH:16][N:17]=3)[N:14]=[C:9]([NH:8][C@H:5]3[CH2:4][CH2:3][C@H:2]([NH:1][S:56]([C:50]4[CH:55]=[CH:54][CH:53]=[CH:52][CH:51]=4)(=[O:58])=[O:57])[CH2:7][CH2:6]3)[CH:10]=2)[CH2:39][CH2:40]1.